The task is: Regression. Given a peptide amino acid sequence and an MHC pseudo amino acid sequence, predict their binding affinity value. This is MHC class I binding data.. This data is from Peptide-MHC class I binding affinity with 185,985 pairs from IEDB/IMGT. (1) The peptide sequence is LSTSCLKSFF. The MHC is Mamu-A01 with pseudo-sequence Mamu-A01. The binding affinity (normalized) is 0.462. (2) The peptide sequence is RRSRLSGDL. The MHC is Mamu-B03 with pseudo-sequence Mamu-B03. The binding affinity (normalized) is 0.466.